From a dataset of Reaction yield outcomes from USPTO patents with 853,638 reactions. Predict the reaction yield, written as a fraction of the theoretical maximum amount of product (1.0 means a 100% yield; for example, 0.34 means a 34% yield). The reactants are [C:1]([O:5][C:6]([NH:8][C:9]1[N:14]=[C:13]([C:15](OCC)=[O:16])[CH:12]=[CH:11][CH:10]=1)=[O:7])([CH3:4])([CH3:3])[CH3:2].[H-].[H-].[H-].[H-].[Li+].[Al+3]. The catalyst is C1COCC1. The product is [OH:16][CH2:15][C:13]1[N:14]=[C:9]([NH:8][C:6](=[O:7])[O:5][C:1]([CH3:3])([CH3:2])[CH3:4])[CH:10]=[CH:11][CH:12]=1. The yield is 0.410.